From a dataset of NCI-60 drug combinations with 297,098 pairs across 59 cell lines. Regression. Given two drug SMILES strings and cell line genomic features, predict the synergy score measuring deviation from expected non-interaction effect. (1) Drug 1: CC1=CC2C(CCC3(C2CCC3(C(=O)C)OC(=O)C)C)C4(C1=CC(=O)CC4)C. Drug 2: C(=O)(N)NO. Cell line: A498. Synergy scores: CSS=1.54, Synergy_ZIP=-3.39, Synergy_Bliss=-6.10, Synergy_Loewe=-5.11, Synergy_HSA=-5.03. (2) Drug 1: C(CN)CNCCSP(=O)(O)O. Cell line: NCI-H460. Synergy scores: CSS=41.8, Synergy_ZIP=1.05, Synergy_Bliss=1.51, Synergy_Loewe=-33.8, Synergy_HSA=1.53. Drug 2: N.N.Cl[Pt+2]Cl. (3) Drug 1: C1=NC2=C(N=C(N=C2N1C3C(C(C(O3)CO)O)F)Cl)N. Drug 2: CC(C)(C#N)C1=CC(=CC(=C1)CN2C=NC=N2)C(C)(C)C#N. Cell line: HL-60(TB). Synergy scores: CSS=25.2, Synergy_ZIP=-5.52, Synergy_Bliss=-8.61, Synergy_Loewe=13.1, Synergy_HSA=-4.04.